This data is from Forward reaction prediction with 1.9M reactions from USPTO patents (1976-2016). The task is: Predict the product of the given reaction. (1) Given the reactants [NH2:1][C:2]1[CH:7]=[CH:6][C:5]([Cl:8])=[CH:4][C:3]=1[C:9](=[O:11])[CH3:10].[O:12](S(C(F)(F)F)(=O)=O)[S:13]([C:16]([F:19])([F:18])[F:17])(=O)=[O:14], predict the reaction product. The product is: [C:9]([C:3]1[CH:4]=[C:5]([Cl:8])[CH:6]=[CH:7][C:2]=1[NH:1][S:13]([C:16]([F:19])([F:18])[F:17])(=[O:14])=[O:12])(=[O:11])[CH3:10]. (2) Given the reactants Cl[C:2]1[N:3]=[C:4]([NH:21][CH:22]2[CH2:27][CH2:26][CH2:25][N:24](C(OC(C)(C)C)=O)[CH2:23]2)[C:5]2[CH:10]=[CH:9][N:8]([S:11]([C:14]3[CH:20]=[CH:19][C:17]([CH3:18])=[CH:16][CH:15]=3)(=[O:13])=[O:12])[C:6]=2[N:7]=1.[NH2:35][C:36]1[CH:44]=[CH:43][C:39]([C:40]([NH2:42])=[O:41])=[CH:38][CH:37]=1.C[Si](Cl)(C)C, predict the reaction product. The product is: [NH:24]1[CH2:25][CH2:26][CH2:27][CH:22]([NH:21][C:4]2[C:5]3[CH:10]=[CH:9][N:8]([S:11]([C:14]4[CH:20]=[CH:19][C:17]([CH3:18])=[CH:16][CH:15]=4)(=[O:13])=[O:12])[C:6]=3[N:7]=[C:2]([NH:35][C:36]3[CH:44]=[CH:43][C:39]([C:40]([NH2:42])=[O:41])=[CH:38][CH:37]=3)[N:3]=2)[CH2:23]1. (3) Given the reactants [Cl:1][C:2]1[N:7]=[CH:6][C:5](CC#N)=[CH:4][CH:3]=1.Br[CH2:12][CH2:13]Cl.[OH-:15].[Na+].[CH2:17]([OH:20])[CH2:18]O, predict the reaction product. The product is: [Cl:1][C:2]1[N:7]=[CH:6][C:5]([C:18]2([C:17]([OH:20])=[O:15])[CH2:13][CH2:12]2)=[CH:4][CH:3]=1. (4) Given the reactants [CH3:1][O:2][C:3](=[O:16])[CH:4]=[CH:5][C:6]1[CH:11]=[CH:10][CH:9]=[C:8]([S:12](Cl)(=[O:14])=[O:13])[CH:7]=1.[NH2:17][C:18]1[C:27]2[C:22](=[CH:23][CH:24]=[CH:25][CH:26]=2)[CH:21]=[CH:20][CH:19]=1.C([O-])(O)=O.[Na+], predict the reaction product. The product is: [CH3:1][O:2][C:3](=[O:16])[CH:4]=[CH:5][C:6]1[CH:11]=[CH:10][CH:9]=[C:8]([S:12](=[O:14])(=[O:13])[NH:17][C:18]2[C:27]3[C:22](=[CH:23][CH:24]=[CH:25][CH:26]=3)[CH:21]=[CH:20][CH:19]=2)[CH:7]=1. (5) Given the reactants [Cl:1][C:2]1[CH:3]=[CH:4][C:5]([O:25][CH:26]([F:28])[F:27])=[C:6]([C:8]2[C:12]([NH:13][C:14]([C:16]3[CH:17]=[N:18][N:19]4[CH:24]=[CH:23][CH:22]=[N:21][C:20]=34)=[O:15])=[CH:11][NH:10][N:9]=2)[CH:7]=1.[C:29]([O:33][C:34]([N:36]1[CH2:41][CH2:40][CH:39](OS(C2C=CC(C)=CC=2)(=O)=O)[CH2:38][CH2:37]1)=[O:35])([CH3:32])([CH3:31])[CH3:30].C(=O)([O-])[O-].[Cs+].[Cs+], predict the reaction product. The product is: [C:29]([O:33][C:34]([N:36]1[CH2:41][CH2:40][CH:39]([N:10]2[CH:11]=[C:12]([NH:13][C:14]([C:16]3[CH:17]=[N:18][N:19]4[CH:24]=[CH:23][CH:22]=[N:21][C:20]=34)=[O:15])[C:8]([C:6]3[CH:7]=[C:2]([Cl:1])[CH:3]=[CH:4][C:5]=3[O:25][CH:26]([F:28])[F:27])=[N:9]2)[CH2:38][CH2:37]1)=[O:35])([CH3:32])([CH3:30])[CH3:31]. (6) Given the reactants C[O:2][C:3](=[O:31])[C:4]([CH3:30])([NH:6][C:7]([C:9]1[CH:18]=[CH:17][C:16]2[C:11](=[CH:12][CH:13]=[CH:14][CH:15]=2)[C:10]=1[O:19][CH:20]([CH3:29])[CH2:21][O:22][C:23]1[CH:28]=[CH:27][CH:26]=[CH:25][CH:24]=1)=[O:8])[CH3:5], predict the reaction product. The product is: [CH3:30][C:4]([NH:6][C:7]([C:9]1[CH:18]=[CH:17][C:16]2[C:11](=[CH:12][CH:13]=[CH:14][CH:15]=2)[C:10]=1[O:19][CH:20]([CH3:29])[CH2:21][O:22][C:23]1[CH:28]=[CH:27][CH:26]=[CH:25][CH:24]=1)=[O:8])([CH3:5])[C:3]([OH:31])=[O:2]. (7) The product is: [N:6]1[C:5]2[CH:9]=[CH:10][CH:2]=[CH:3][C:4]=2[NH:8][CH:7]=1. Given the reactants C[C:2]1[CH:10]=[CH:9][C:5]2[NH:6][CH:7]=[N:8][C:4]=2[CH:3]=1.C1C(=O)N(I)C(=O)C1.CCOC(C)=O.C([O-])(O)=O.[Na+], predict the reaction product.